This data is from NCI-60 drug combinations with 297,098 pairs across 59 cell lines. The task is: Regression. Given two drug SMILES strings and cell line genomic features, predict the synergy score measuring deviation from expected non-interaction effect. (1) Drug 1: CC1=C(C=C(C=C1)NC(=O)C2=CC=C(C=C2)CN3CCN(CC3)C)NC4=NC=CC(=N4)C5=CN=CC=C5. Drug 2: C1=CC=C(C=C1)NC(=O)CCCCCCC(=O)NO. Cell line: PC-3. Synergy scores: CSS=-3.50, Synergy_ZIP=-0.101, Synergy_Bliss=-0.664, Synergy_Loewe=-22.6, Synergy_HSA=-11.3. (2) Drug 1: CC1C(C(CC(O1)OC2CC(CC3=C2C(=C4C(=C3O)C(=O)C5=C(C4=O)C(=CC=C5)OC)O)(C(=O)CO)O)N)O.Cl. Drug 2: C1CN(P(=O)(OC1)NCCCl)CCCl. Cell line: A549. Synergy scores: CSS=0.344, Synergy_ZIP=1.73, Synergy_Bliss=4.11, Synergy_Loewe=-0.579, Synergy_HSA=0.927. (3) Drug 1: CS(=O)(=O)CCNCC1=CC=C(O1)C2=CC3=C(C=C2)N=CN=C3NC4=CC(=C(C=C4)OCC5=CC(=CC=C5)F)Cl. Drug 2: CCN(CC)CCCC(C)NC1=C2C=C(C=CC2=NC3=C1C=CC(=C3)Cl)OC. Cell line: NCI-H322M. Synergy scores: CSS=43.2, Synergy_ZIP=-8.52, Synergy_Bliss=-0.602, Synergy_Loewe=0.331, Synergy_HSA=2.32. (4) Drug 1: CN1C2=C(C=C(C=C2)N(CCCl)CCCl)N=C1CCCC(=O)O.Cl. Drug 2: CCCCCOC(=O)NC1=NC(=O)N(C=C1F)C2C(C(C(O2)C)O)O. Cell line: MDA-MB-435. Synergy scores: CSS=47.4, Synergy_ZIP=-3.56, Synergy_Bliss=-2.80, Synergy_Loewe=-11.4, Synergy_HSA=-2.07. (5) Drug 1: CC1C(C(CC(O1)OC2CC(CC3=C2C(=C4C(=C3O)C(=O)C5=C(C4=O)C(=CC=C5)OC)O)(C(=O)CO)O)N)O.Cl. Drug 2: C1CCN(CC1)CCOC2=CC=C(C=C2)C(=O)C3=C(SC4=C3C=CC(=C4)O)C5=CC=C(C=C5)O. Cell line: SF-295. Synergy scores: CSS=0.817, Synergy_ZIP=5.70, Synergy_Bliss=-0.100, Synergy_Loewe=0.0701, Synergy_HSA=-1.61. (6) Drug 1: CC1C(C(CC(O1)OC2CC(CC3=C2C(=C4C(=C3O)C(=O)C5=C(C4=O)C(=CC=C5)OC)O)(C(=O)CO)O)N)O.Cl. Drug 2: C1C(C(OC1N2C=NC3=C2NC=NCC3O)CO)O. Cell line: UACC62. Synergy scores: CSS=0.569, Synergy_ZIP=-1.06, Synergy_Bliss=-0.694, Synergy_Loewe=-4.05, Synergy_HSA=-1.66. (7) Drug 2: C1CC(C1)(C(=O)O)C(=O)O.[NH2-].[NH2-].[Pt+2]. Cell line: SNB-75. Synergy scores: CSS=7.96, Synergy_ZIP=-4.62, Synergy_Bliss=-2.63, Synergy_Loewe=-6.42, Synergy_HSA=-2.05. Drug 1: CC(CN1CC(=O)NC(=O)C1)N2CC(=O)NC(=O)C2.